Dataset: Reaction yield outcomes from USPTO patents with 853,638 reactions. Task: Predict the reaction yield, written as a fraction of the theoretical maximum amount of product (1.0 means a 100% yield; for example, 0.34 means a 34% yield). (1) The reactants are [OH:1][C:2]1[CH:7]=[CH:6][C:5]([CH2:8][CH:9]=[O:10])=[CH:4][CH:3]=1.O[C:12]1C=CC(CCCO)=CC=1.C1C=CN=CC=1.O=S(=O)=O. The catalyst is CS(C)=O.C(Cl)Cl. The product is [OH:1][C:2]1[CH:7]=[CH:6][C:5]([CH:8]([CH3:12])[CH:9]=[O:10])=[CH:4][CH:3]=1. The yield is 0.750. (2) The reactants are CC([N:5]([C@H:9]([CH2:21][N:22]1[C:30](=[O:31])[C:29]2[C:24](=[CH:25][CH:26]=[CH:27][CH:28]=2)[C:23]1=[O:32])[CH2:10][C:11]1[CH:16]=[CH:15][C:14]([C:17](=O)[CH2:18]Br)=[CH:13][CH:12]=1)[C:6](=[O:8])[O-:7])(C)C.[NH2:33][C:34]1[C:39]([CH:40]([OH:42])[CH3:41])=[CH:38][CH:37]=[CH:36][N:35]=1.C(=O)(O)[O-].[Na+]. The catalyst is C(O)(C)C. The product is [O:31]=[C:30]1[C:29]2[C:24](=[CH:25][CH:26]=[CH:27][CH:28]=2)[C:23](=[O:32])[N:22]1[CH2:21][C@@H:9]([NH:5][C:6](=[O:8])[O:7][C:11]([CH3:16])([CH3:12])[CH3:10])[CH2:10][C:11]1[CH:12]=[CH:13][C:14]([C:17]2[N:33]=[C:34]3[C:39]([CH:40]([OH:42])[CH3:41])=[CH:38][CH:37]=[CH:36][N:35]3[CH:18]=2)=[CH:15][CH:16]=1. The yield is 0.870.